This data is from Experimentally validated miRNA-target interactions with 360,000+ pairs, plus equal number of negative samples. The task is: Binary Classification. Given a miRNA mature sequence and a target amino acid sequence, predict their likelihood of interaction. Result: 1 (interaction). The miRNA is mmu-miR-706 with sequence AGAGAAACCCUGUCUCAAAAAA. The protein sequence of the target gene is MKERRAPQPVVVRCKLVLVGDVQCGKTAMLQVLAKDCYPETYVPTVFENYTACLETEEQRVELSLWDTSGSPYYDNVRPLCYSDSDAVLLCFDISRPETMDSALKKWRTEILDYCPSTRVLLIGCKTDLRTDLSTLMELSHQKQAPISYEQGCAIAKQLGAEIYLEGSAFTSETSIHSIFRTASMVCLNKSSPVPPKSPVRSLSKRLLHLPSRSELISTTFKKEKAKSCSIM.